This data is from NCI-60 drug combinations with 297,098 pairs across 59 cell lines. The task is: Regression. Given two drug SMILES strings and cell line genomic features, predict the synergy score measuring deviation from expected non-interaction effect. (1) Drug 1: CC1C(C(CC(O1)OC2CC(CC3=C2C(=C4C(=C3O)C(=O)C5=C(C4=O)C(=CC=C5)OC)O)(C(=O)C)O)N)O.Cl. Drug 2: C1=NC2=C(N=C(N=C2N1C3C(C(C(O3)CO)O)F)Cl)N. Cell line: NCI-H460. Synergy scores: CSS=27.7, Synergy_ZIP=-6.26, Synergy_Bliss=-5.00, Synergy_Loewe=-15.7, Synergy_HSA=-3.89. (2) Drug 1: C1=NC2=C(N=C(N=C2N1C3C(C(C(O3)CO)O)F)Cl)N. Drug 2: CNC(=O)C1=NC=CC(=C1)OC2=CC=C(C=C2)NC(=O)NC3=CC(=C(C=C3)Cl)C(F)(F)F. Cell line: K-562. Synergy scores: CSS=-14.3, Synergy_ZIP=1.55, Synergy_Bliss=1.42, Synergy_Loewe=-26.4, Synergy_HSA=-12.9. (3) Drug 1: CC1C(C(CC(O1)OC2CC(CC3=C2C(=C4C(=C3O)C(=O)C5=C(C4=O)C(=CC=C5)OC)O)(C(=O)C)O)N)O.Cl. Drug 2: CC1C(C(CC(O1)OC2CC(CC3=C2C(=C4C(=C3O)C(=O)C5=CC=CC=C5C4=O)O)(C(=O)C)O)N)O. Cell line: CCRF-CEM. Synergy scores: CSS=48.9, Synergy_ZIP=-1.77, Synergy_Bliss=-0.252, Synergy_Loewe=-0.0438, Synergy_HSA=2.61. (4) Drug 1: C1=C(C(=O)NC(=O)N1)F. Drug 2: C1CN(P(=O)(OC1)NCCCl)CCCl. Cell line: SK-MEL-28. Synergy scores: CSS=31.8, Synergy_ZIP=6.56, Synergy_Bliss=5.04, Synergy_Loewe=-3.41, Synergy_HSA=4.79. (5) Drug 1: CC(C)(C#N)C1=CC(=CC(=C1)CN2C=NC=N2)C(C)(C)C#N. Drug 2: N.N.Cl[Pt+2]Cl. Cell line: HCT-15. Synergy scores: CSS=35.7, Synergy_ZIP=-11.0, Synergy_Bliss=-9.33, Synergy_Loewe=-7.20, Synergy_HSA=-6.98. (6) Drug 1: C1CCC(C1)C(CC#N)N2C=C(C=N2)C3=C4C=CNC4=NC=N3. Drug 2: C1C(C(OC1N2C=NC3=C(N=C(N=C32)Cl)N)CO)O. Cell line: RXF 393. Synergy scores: CSS=2.54, Synergy_ZIP=-2.49, Synergy_Bliss=-4.38, Synergy_Loewe=-14.1, Synergy_HSA=-4.38. (7) Drug 1: CC12CCC3C(C1CCC2=O)CC(=C)C4=CC(=O)C=CC34C. Drug 2: CCC(=C(C1=CC=CC=C1)C2=CC=C(C=C2)OCCN(C)C)C3=CC=CC=C3.C(C(=O)O)C(CC(=O)O)(C(=O)O)O. Cell line: HCC-2998. Synergy scores: CSS=52.5, Synergy_ZIP=1.52, Synergy_Bliss=3.76, Synergy_Loewe=2.26, Synergy_HSA=2.05.